Dataset: Merck oncology drug combination screen with 23,052 pairs across 39 cell lines. Task: Regression. Given two drug SMILES strings and cell line genomic features, predict the synergy score measuring deviation from expected non-interaction effect. Drug 1: O=P1(N(CCCl)CCCl)NCCCO1. Drug 2: CCc1cnn2c(NCc3ccc[n+]([O-])c3)cc(N3CCCCC3CCO)nc12. Cell line: UACC62. Synergy scores: synergy=9.77.